From a dataset of Reaction yield outcomes from USPTO patents with 853,638 reactions. Predict the reaction yield, written as a fraction of the theoretical maximum amount of product (1.0 means a 100% yield; for example, 0.34 means a 34% yield). (1) The reactants are C(N(C(C)C)C(C)C)C.Cl.[Cl:11][C:12]1[CH:17]=[CH:16][C:15]([NH:18][NH2:19])=[C:14]([CH3:20])[CH:13]=1.CN(/[CH:24]=[C:25](/[C:31](=O)[C:32]([CH3:35])([CH3:34])[CH3:33])\[C:26]([O:28][CH2:29][CH3:30])=[O:27])C. The catalyst is C(O)C. The product is [C:32]([C:31]1[N:18]([C:15]2[CH:16]=[CH:17][C:12]([Cl:11])=[CH:13][C:14]=2[CH3:20])[N:19]=[CH:24][C:25]=1[C:26]([O:28][CH2:29][CH3:30])=[O:27])([CH3:35])([CH3:33])[CH3:34]. The yield is 0.309. (2) The reactants are Br[C:2]1[CH:7]=[CH:6][CH:5]=[C:4]([Br:8])[N:3]=1.[CH3:9][C:10]1[CH:15]=[C:14]([CH3:16])[CH:13]=[C:12]([CH3:17])[C:11]=1B(O)O.CC(C)([O-])C.[K+]. The catalyst is COCCOC.C(O)(C)(C)C.C1C=CC([P]([Pd]([P](C2C=CC=CC=2)(C2C=CC=CC=2)C2C=CC=CC=2)([P](C2C=CC=CC=2)(C2C=CC=CC=2)C2C=CC=CC=2)[P](C2C=CC=CC=2)(C2C=CC=CC=2)C2C=CC=CC=2)(C2C=CC=CC=2)C2C=CC=CC=2)=CC=1. The product is [Br:8][C:4]1[CH:5]=[CH:6][CH:7]=[C:2]([C:11]2[C:12]([CH3:17])=[CH:13][C:14]([CH3:16])=[CH:15][C:10]=2[CH3:9])[N:3]=1. The yield is 0.680. (3) The reactants are [CH3:1][N:2]([CH3:27])[C:3]([C:5]1[CH:18]=[C:17]([O:19]CC2C=CC=CC=2)[C:8]2[N:9]=[C:10]([C:13]([F:16])([F:15])[F:14])[N:11]([CH3:12])[C:7]=2[CH:6]=1)=[O:4].C(O)(=O)C. The catalyst is C(O)C.O1CCCC1.[Pd]. The product is [CH3:1][N:2]([CH3:27])[C:3]([C:5]1[CH:18]=[C:17]([OH:19])[C:8]2[N:9]=[C:10]([C:13]([F:16])([F:14])[F:15])[N:11]([CH3:12])[C:7]=2[CH:6]=1)=[O:4]. The yield is 1.00. (4) The reactants are [CH:1]([N:4]1[CH2:9][CH2:8][NH:7][CH2:6][CH2:5]1)([CH3:3])[CH3:2].CCN(CC)CC.[CH:17]([N:20]1[C:24]([C:25]2[N:34]=[C:33]3[N:27]([CH2:28][CH2:29][O:30][C:31]4[CH:38]=[CH:37][C:36]([S:39](Cl)(=[O:41])=[O:40])=[CH:35][C:32]=43)[CH:26]=2)=[N:23][CH:22]=[N:21]1)([CH3:19])[CH3:18]. The catalyst is C(Cl)Cl. The product is [CH:17]([N:20]1[C:24]([C:25]2[N:34]=[C:33]3[C:32]4[CH:35]=[C:36]([S:39]([N:7]5[CH2:8][CH2:9][N:4]([CH:1]([CH3:3])[CH3:2])[CH2:5][CH2:6]5)(=[O:41])=[O:40])[CH:37]=[CH:38][C:31]=4[O:30][CH2:29][CH2:28][N:27]3[CH:26]=2)=[N:23][CH:22]=[N:21]1)([CH3:19])[CH3:18]. The yield is 0.650. (5) The reactants are [Cl:1][C:2]1[CH:3]=[C:4]([C:8]2[N:12]=[C:11]([CH2:13][S:14][C:15]3[N:19]([CH3:20])[CH:18]=[N:17][N:16]=3)[O:10][N:9]=2)[CH:5]=[CH:6][CH:7]=1.C(Cl)(Cl)Cl.N1C=CC=CC=1.[Br:31]Br. The catalyst is C(Cl)(Cl)Cl. The product is [Br:31][C:18]1[N:19]([CH3:20])[C:15]([S:14][CH2:13][C:11]2[O:10][N:9]=[C:8]([C:4]3[CH:5]=[CH:6][CH:7]=[C:2]([Cl:1])[CH:3]=3)[N:12]=2)=[N:16][N:17]=1. The yield is 0.575. (6) The reactants are [Br:1][C:2]1[CH:3]=[C:4]([NH:10][C:11]2[CH:15]=[C:14]([CH3:16])[NH:13][N:12]=2)[C:5](=[O:9])[N:6]([CH3:8])[CH:7]=1.I[CH:18]1[CH2:21][O:20][CH2:19]1.C([O-])([O-])=O.[Cs+].[Cs+]. The catalyst is C(#N)C. The product is [Br:1][C:2]1[CH:3]=[C:4]([NH:10][C:11]2[CH:15]=[C:14]([CH3:16])[N:13]([CH:18]3[CH2:21][O:20][CH2:19]3)[N:12]=2)[C:5](=[O:9])[N:6]([CH3:8])[CH:7]=1. The yield is 0.500. (7) The reactants are [C:1]([O:4][C:5]1[CH:10]=[C:9]([CH3:11])[C:8]([Br:12])=[C:7]([CH2:13]Br)[CH:6]=1)(=[O:3])[CH3:2].[C:15]([O-:18])(=[O:17])[CH3:16].[Na+].C(OCC)(=O)C. The catalyst is CN(C)C=O. The product is [C:15]([O:18][CH2:13][C:7]1[CH:6]=[C:5]([O:4][C:1](=[O:3])[CH3:2])[CH:10]=[C:9]([CH3:11])[C:8]=1[Br:12])(=[O:17])[CH3:16]. The yield is 0.670. (8) The reactants are [CH2:1]([O:3][C:4](=[O:30])[CH2:5][C:6]1[N:7]=[CH:8][N:9](C(C2C=CC=CC=2)(C2C=CC=CC=2)C2C=CC=CC=2)[CH:10]=1)[CH3:2].[CH2:31](Br)[C:32]1[CH:37]=[CH:36][CH:35]=[CH:34][CH:33]=1. The catalyst is C(#N)C. The product is [CH2:1]([O:3][C:4](=[O:30])[CH2:5][C:6]1[N:7]([CH2:31][C:32]2[CH:37]=[CH:36][CH:35]=[CH:34][CH:33]=2)[CH:8]=[N:9][CH:10]=1)[CH3:2]. The yield is 0.520. (9) The reactants are [CH3:1][N:2]1[CH2:7][CH2:6][CH:5]([OH:8])[CH2:4][CH2:3]1.[H-].[Na+].Cl[C:12]1[C:13]2[N:21]=[C:20]([Cl:22])[CH:19]=[CH:18][C:14]=2[N:15]=[CH:16][N:17]=1. The catalyst is CN(C=O)C.O. The product is [Cl:22][C:20]1[CH:19]=[CH:18][C:14]2[N:15]=[CH:16][N:17]=[C:12]([O:8][CH:5]3[CH2:6][CH2:7][N:2]([CH3:1])[CH2:3][CH2:4]3)[C:13]=2[N:21]=1. The yield is 0.430.